From a dataset of Full USPTO retrosynthesis dataset with 1.9M reactions from patents (1976-2016). Predict the reactants needed to synthesize the given product. (1) Given the product [NH2:1][CH2:2][CH:3]([C:5]1([C:9]2[CH:14]=[CH:13][C:12]([Cl:15])=[C:11]([Cl:16])[CH:10]=2)[CH2:6][CH2:7][CH2:8]1)[OH:4], predict the reactants needed to synthesize it. The reactants are: [NH2:1][CH2:2][C:3]([C:5]1([C:9]2[CH:14]=[CH:13][C:12]([Cl:15])=[C:11]([Cl:16])[CH:10]=2)[CH2:8][CH2:7][CH2:6]1)=[O:4].[BH4-].[Na+]. (2) Given the product [O:44]=[C:29]1[C:28]([CH2:27][C:24]2[CH:23]=[CH:22][C:21]([C:16]3[CH:17]=[CH:18][CH:19]=[CH:20][C:15]=3[C:13]3[NH:3][C:4](=[O:7])[O:5][N:14]=3)=[CH:26][CH:25]=2)=[C:33]([CH2:34][CH2:35][CH3:36])[N:32]2[N:37]=[CH:38][N:39]=[C:31]2[N:30]1[CH2:40][C:41]([NH2:43])=[O:42], predict the reactants needed to synthesize it. The reactants are: [Cl-].O[NH3+:3].[C:4](=[O:7])([O-])[OH:5].[Na+].CS(C)=O.[C:13]([C:15]1[CH:20]=[CH:19][CH:18]=[CH:17][C:16]=1[C:21]1[CH:26]=[CH:25][C:24]([CH2:27][C:28]2[C:29](=[O:44])[N:30]([CH2:40][C:41]([NH2:43])=[O:42])[C:31]3[N:32]([N:37]=[CH:38][N:39]=3)[C:33]=2[CH2:34][CH2:35][CH3:36])=[CH:23][CH:22]=1)#[N:14].